From a dataset of HIV replication inhibition screening data with 41,000+ compounds from the AIDS Antiviral Screen. Binary Classification. Given a drug SMILES string, predict its activity (active/inactive) in a high-throughput screening assay against a specified biological target. (1) The drug is CC(C(=O)NCNC(=O)c1ccccc1)C(=O)NCc1ccccc1. The result is 0 (inactive). (2) The result is 0 (inactive). The drug is NC1CCCCC1.O=C(CP(=O)(O)O)NC(CC(=O)OCc1ccccc1)C(=O)OCc1ccccc1. (3) The compound is O=C(Nc1ccc([N+](=O)[O-])cc1)N(c1ccccn1)c1ccccn1. The result is 0 (inactive). (4) The molecule is COC(=O)C1=CCC(n2cnc3c(N)ncnc32)CC1. The result is 0 (inactive). (5) The compound is COC(=S)C12CC3CC(CC(C3)C1)C2. The result is 0 (inactive). (6) The molecule is O=C1OCC23CCC4C1C42CC1(CC3)OCCO1. The result is 0 (inactive).